Predict the reaction yield, written as a fraction of the theoretical maximum amount of product (1.0 means a 100% yield; for example, 0.34 means a 34% yield). From a dataset of Reaction yield outcomes from USPTO patents with 853,638 reactions. (1) The reactants are Br[C:2]1[CH:3]=[C:4]([CH:7]=[O:8])[O:5][CH:6]=1.C(N[CH:13]([CH3:15])[CH3:14])(C)C. The catalyst is O1CCOCC1.C1C=CC(C#N)=CC=1.C1C=CC(C#N)=CC=1.Cl[Pd]Cl.[Cu]I. The product is [C:15]1([C:13]#[C:14][C:2]2[CH:3]=[C:4]([CH:7]=[O:8])[O:5][CH:6]=2)[CH:7]=[CH:4][CH:3]=[CH:2][CH:6]=1. The yield is 0.920. (2) The reactants are C[O:2][C:3](=[O:22])[CH:4]([N:9]1[C:17]2[C:12](=[CH:13][C:14]([O:18][CH3:19])=[CH:15][CH:16]=2)[C:11](=[O:20])[C:10]1=[O:21])[CH2:5][CH:6]([CH3:8])[CH3:7].O.[OH-].[Li+]. The catalyst is O1CCCC1.O. The product is [CH3:19][O:18][C:14]1[CH:13]=[C:12]2[C:17](=[CH:16][CH:15]=1)[N:9]([CH:4]([CH2:5][CH:6]([CH3:8])[CH3:7])[C:3]([OH:22])=[O:2])[C:10](=[O:21])[C:11]2=[O:20]. The yield is 0.910. (3) The reactants are [C:1]([C:5]1[CH:10]=[CH:9][C:8]([S:11](Cl)(=[O:13])=[O:12])=[CH:7][CH:6]=1)([CH3:4])([CH3:3])[CH3:2].[CH3:15][C:16]1[CH:20]=[C:19]([NH2:21])[N:18]([C:22]2[CH:31]=[CH:30][CH:29]=[C:28]3[C:23]=2[CH:24]=[CH:25][CH:26]=[N:27]3)[N:17]=1.ClCCl. The catalyst is N1C=CC=CC=1. The product is [C:1]([C:5]1[CH:10]=[CH:9][C:8]([S:11]([NH:21][C:19]2[N:18]([C:22]3[CH:31]=[CH:30][CH:29]=[C:28]4[C:23]=3[CH:24]=[CH:25][CH:26]=[N:27]4)[N:17]=[C:16]([CH3:15])[CH:20]=2)(=[O:13])=[O:12])=[CH:7][CH:6]=1)([CH3:4])([CH3:3])[CH3:2]. The yield is 0.0600. (4) The reactants are [CH3:1][O:2][C:3]1[CH:8]=[C:7]([N+:9]([O-])=O)[CH:6]=[CH:5][C:4]=1[C:12]1[N:16]2[CH:17]=[C:18]([C:21]3[CH:26]=[CH:25][C:24]([O:27][CH3:28])=[CH:23][CH:22]=3)[CH:19]=[CH:20][C:15]2=[N:14][N:13]=1.[Cl:29][Sn]Cl.C([O-])([O-])=O.[Na+].[Na+].Cl. The catalyst is C(OCC)(=O)C.O. The product is [ClH:29].[NH2:9][C:7]1[CH:6]=[CH:5][C:4]([C:12]2[N:16]3[CH:17]=[C:18]([C:21]4[CH:26]=[CH:25][C:24]([O:27][CH3:28])=[CH:23][CH:22]=4)[CH:19]=[CH:20][C:15]3=[N:14][N:13]=2)=[C:3]([O:2][CH3:1])[CH:8]=1. The yield is 0.300. (5) The product is [Br:2][C:3]1[CH:4]=[CH:5][C:6]2[O:12][CH2:11][CH2:10][N:9]([C:15]3[C:24]4[C:19](=[CH:20][CH:21]=[CH:22][CH:23]=4)[N:18]=[CH:17][CH:16]=3)[CH2:8][C:7]=2[CH:13]=1. The reactants are Cl.[Br:2][C:3]1[CH:4]=[CH:5][C:6]2[O:12][CH2:11][CH2:10][NH:9][CH2:8][C:7]=2[CH:13]=1.Cl[C:15]1[C:24]2[C:19](=[CH:20][CH:21]=[CH:22][CH:23]=2)[N:18]=[CH:17][CH:16]=1.C(N(C(C)C)CC)(C)C. The catalyst is C(O)CCC.C(OCC)(=O)C. The yield is 0.846.